This data is from Catalyst prediction with 721,799 reactions and 888 catalyst types from USPTO. The task is: Predict which catalyst facilitates the given reaction. (1) Reactant: [CH2:1]([O:3][C:4]1[CH:13]=[CH:12][C:7]([C:8]([O:10][CH3:11])=[O:9])=[CH:6][C:5]=1[O:14][CH3:15])[CH3:2].C(OC(=O)C)(=O)C.[N+:23]([O-])([OH:25])=[O:24]. Product: [CH2:1]([O:3][C:4]1[C:5]([O:14][CH3:15])=[CH:6][C:7]([C:8]([O:10][CH3:11])=[O:9])=[C:12]([N+:23]([O-:25])=[O:24])[CH:13]=1)[CH3:2]. The catalyst class is: 15. (2) Reactant: [S:1](=[O:5])(=[O:4])([OH:3])[OH:2].C1COCC1.[F:11][C:12]1[CH:13]=[C:14]([NH:23][C:24]([C@@H:26]2[N:35]([C:36]([C@@H:38]3[CH2:41][C@H:40]([CH2:42][C:43]([OH:45])=[O:44])[CH2:39]3)=[O:37])[CH2:34][CH2:33][C:32]3[N:31]=[C:30]([O:46][CH3:47])[CH:29]=[CH:28][C:27]2=3)=[O:25])[CH:15]=[C:16]2[C:20]=1[C:19]([CH3:22])([CH3:21])[CH2:18][CH2:17]2. Product: [S:1]([OH:5])([OH:4])(=[O:3])=[O:2].[F:11][C:12]1[CH:13]=[C:14]([NH:23][C:24]([C@@H:26]2[N:35]([C:36]([C@@H:38]3[CH2:41][C@H:40]([CH2:42][C:43]([OH:45])=[O:44])[CH2:39]3)=[O:37])[CH2:34][CH2:33][C:32]3[N:31]=[C:30]([O:46][CH3:47])[CH:29]=[CH:28][C:27]2=3)=[O:25])[CH:15]=[C:16]2[C:20]=1[C:19]([CH3:22])([CH3:21])[CH2:18][CH2:17]2. The catalyst class is: 1.